Task: Predict which catalyst facilitates the given reaction.. Dataset: Catalyst prediction with 721,799 reactions and 888 catalyst types from USPTO (1) Reactant: [CH2:1]([N:6]=[C:7]=[O:8])[CH2:2][CH2:3][CH2:4][CH3:5].[NH2:9][C:10]1[CH:11]=[CH:12][C:13]([N:16]2[CH2:21][CH2:20][N:19]([C:22]([C:24]3[CH:29]=[CH:28][CH:27]=[CH:26][C:25]=3[C:30]([F:33])([F:32])[F:31])=[O:23])[CH2:18][CH2:17]2)=[N:14][CH:15]=1. Product: [CH2:1]([NH:6][C:7]([NH:9][C:10]1[CH:15]=[N:14][C:13]([N:16]2[CH2:17][CH2:18][N:19]([C:22](=[O:23])[C:24]3[CH:29]=[CH:28][CH:27]=[CH:26][C:25]=3[C:30]([F:33])([F:32])[F:31])[CH2:20][CH2:21]2)=[CH:12][CH:11]=1)=[O:8])[CH2:2][CH2:3][CH2:4][CH3:5]. The catalyst class is: 4. (2) Reactant: [Cl:1][C:2]1[CH:3]=[C:4]([CH:8]=[CH:9][C:10]=1[C:11]([O:13][CH3:14])=[O:12])[C:5](O)=[O:6].O.CCOC(C)=O. Product: [Cl:1][C:2]1[CH:3]=[C:4]([CH2:5][OH:6])[CH:8]=[CH:9][C:10]=1[C:11]([O:13][CH3:14])=[O:12]. The catalyst class is: 1. (3) Reactant: [Cl:1][C:2]1[C:3]([C:8]2[CH:16]=[CH:15][C:11]([C:12]([OH:14])=O)=[CH:10][CH:9]=2)=[N:4][CH:5]=[CH:6][CH:7]=1.[C:17]([C:21]1[CH:27]=[CH:26][C:24]([NH2:25])=[CH:23][CH:22]=1)([CH3:20])([CH3:19])[CH3:18].CN([P+](ON1N=NC2C=CC=CC1=2)(N(C)C)N(C)C)C.F[P-](F)(F)(F)(F)F.C(N(CC)CC)C. Product: [C:17]([C:21]1[CH:22]=[CH:23][C:24]([NH:25][C:12](=[O:14])[C:11]2[CH:10]=[CH:9][C:8]([C:3]3[C:2]([Cl:1])=[CH:7][CH:6]=[CH:5][N:4]=3)=[CH:16][CH:15]=2)=[CH:26][CH:27]=1)([CH3:20])([CH3:18])[CH3:19]. The catalyst class is: 18. (4) Reactant: [CH:1]1([C:4]2[CH:9]=[CH:8][N:7]=[CH:6][C:5]=2[NH:10][S:11]([CH3:14])(=[O:13])=[O:12])[CH2:3][CH2:2]1.C(=O)([O-])[O-].[Cs+].[Cs+].[CH2:21](I)[CH2:22][CH:23]([CH3:25])[CH3:24]. Product: [CH:1]1([C:4]2[CH:9]=[CH:8][N:7]=[CH:6][C:5]=2[N:10]([CH2:21][CH2:22][CH:23]([CH3:25])[CH3:24])[S:11]([CH3:14])(=[O:12])=[O:13])[CH2:3][CH2:2]1. The catalyst class is: 42. (5) The catalyst class is: 161. Product: [O:20]1[CH2:21][CH2:22][N:17]([CH2:16][CH2:15][C:5]2[N:6]=[CH:7][C:8]3[CH:13]=[CH:12][S:11][C:9]=3[N:10]=2)[CH2:18][CH2:19]1. Reactant: CS([C:5]1[N:6]=[CH:7][C:8]2[CH:13]=[CH:12][S:11][C:9]=2[N:10]=1)(=O)=O.N[CH2:15][CH2:16][N:17]1[CH2:22][CH2:21][O:20][CH2:19][CH2:18]1.CN1CCCC1=O. (6) Reactant: C1C(=O)N(Cl)C(=O)C1.[CH:9](=[N:16][OH:17])[C:10]1[CH:15]=[CH:14][CH:13]=[CH:12][CH:11]=1.[Br:18][C:19]1[N:20]=[C:21]([C:40]#[CH:41])[C:22]([N:25]([C:33]([O:35][C:36]([CH3:39])([CH3:38])[CH3:37])=[O:34])[C:26](=[O:32])[O:27][C:28]([CH3:31])([CH3:30])[CH3:29])=[N:23][CH:24]=1.CCN(CC)CC. Product: [Br:18][C:19]1[N:20]=[C:21]([C:40]2[O:17][N:16]=[C:9]([C:10]3[CH:15]=[CH:14][CH:13]=[CH:12][CH:11]=3)[CH:41]=2)[C:22]([N:25]([C:33]([O:35][C:36]([CH3:39])([CH3:38])[CH3:37])=[O:34])[C:26](=[O:32])[O:27][C:28]([CH3:30])([CH3:31])[CH3:29])=[N:23][CH:24]=1. The catalyst class is: 3.